This data is from Full USPTO retrosynthesis dataset with 1.9M reactions from patents (1976-2016). The task is: Predict the reactants needed to synthesize the given product. (1) Given the product [Si:28]([O:9][C@H:6]1[C:7](=[CH2:8])[C@@H:2]([CH3:1])[CH2:3][C:4]([C:10]2[CH:15]=[CH:14][N:13]=[CH:12][C:11]=2[N+:16]([O-:18])=[O:17])=[CH:5]1)([C:25]([CH3:27])([CH3:26])[CH3:24])([CH3:30])[CH3:29], predict the reactants needed to synthesize it. The reactants are: [CH3:1][C@@H:2]1[C:7](=[CH2:8])[C@H:6]([OH:9])[CH:5]=[C:4]([C:10]2[CH:15]=[CH:14][N:13]=[CH:12][C:11]=2[N+:16]([O-:18])=[O:17])[CH2:3]1.N1C=CN=C1.[CH3:24][C:25]([Si:28](Cl)([CH3:30])[CH3:29])([CH3:27])[CH3:26]. (2) Given the product [OH:19][C:4]1[C:3]([NH:2][N:20]=[C:26]2[C:27](=[O:40])[N:28]([C:30]3[CH:39]=[CH:38][C:37]4[CH2:36][CH2:35][CH2:34][CH2:33][C:32]=4[CH:31]=3)[N:29]=[C:25]2[CH3:24])=[CH:8][C:7]([CH3:9])=[CH:6][C:5]=1[C:10]1[CH:15]=[CH:14][CH:13]=[C:12]([C:16]([OH:18])=[O:17])[CH:11]=1, predict the reactants needed to synthesize it. The reactants are: Cl.[NH2:2][C:3]1[C:4]([OH:19])=[C:5]([C:10]2[CH:15]=[CH:14][CH:13]=[C:12]([C:16]([OH:18])=[O:17])[CH:11]=2)[CH:6]=[C:7]([CH3:9])[CH:8]=1.[N:20]([O-])=O.[Na+].[CH3:24][C:25]1[CH2:26][C:27](=[O:40])[N:28]([C:30]2[CH:39]=[CH:38][C:37]3[CH2:36][CH2:35][CH2:34][CH2:33][C:32]=3[CH:31]=2)[N:29]=1.C(=O)(O)[O-].[Na+]. (3) The reactants are: O[C:2]1([C:29]2[CH:34]=[CH:33][CH:32]=[CH:31][CH:30]=2)[CH2:7][CH2:6][CH:5]([N:8]2[CH2:11][CH:10]([NH:12][C:13]([CH2:15][NH:16][C:17](=[O:28])[C:18]3[CH:23]=[CH:22][CH:21]=[C:20]([C:24]([F:27])([F:26])[F:25])[CH:19]=3)=[O:14])[CH2:9]2)[CH2:4][CH2:3]1.CCN(S(F)(F)[F:41])CC. Given the product [F:41][C:2]1([C:29]2[CH:34]=[CH:33][CH:32]=[CH:31][CH:30]=2)[CH2:7][CH2:6][CH:5]([N:8]2[CH2:11][CH:10]([NH:12][C:13]([CH2:15][NH:16][C:17](=[O:28])[C:18]3[CH:23]=[CH:22][CH:21]=[C:20]([C:24]([F:27])([F:26])[F:25])[CH:19]=3)=[O:14])[CH2:9]2)[CH2:4][CH2:3]1, predict the reactants needed to synthesize it. (4) Given the product [Br:1][CH:2]([CH3:6])[C:3]([O:12][CH2:11][CH2:10][N:7]=[N+:8]=[N-:9])=[O:4], predict the reactants needed to synthesize it. The reactants are: [Br:1][CH:2]([CH3:6])[C:3](Br)=[O:4].[N:7]([CH2:10][CH2:11][OH:12])=[N+:8]=[N-:9].Br.O.